From a dataset of Forward reaction prediction with 1.9M reactions from USPTO patents (1976-2016). Predict the product of the given reaction. (1) The product is: [CH:1]([N:14]1[CH2:17][C:16]([CH2:19][CH3:20])([O:18][CH3:21])[CH2:15]1)([C:8]1[CH:13]=[CH:12][CH:11]=[CH:10][CH:9]=1)[C:2]1[CH:3]=[CH:4][CH:5]=[CH:6][CH:7]=1. Given the reactants [CH:1]([N:14]1[CH2:17][C:16]([CH2:19][CH3:20])([OH:18])[CH2:15]1)([C:8]1[CH:13]=[CH:12][CH:11]=[CH:10][CH:9]=1)[C:2]1[CH:7]=[CH:6][CH:5]=[CH:4][CH:3]=1.[CH3:21]I.[H-].[Na+], predict the reaction product. (2) Given the reactants F.[C:2]([NH:10][C:11]1[CH:12]=[CH:13][C:14]([O:17][C:18]([N:20]2[CH2:25][CH2:24][CH:23]([O:26][Si](C(C)(C)C)(C)C)[CH2:22][CH2:21]2)=[O:19])=[N:15][CH:16]=1)(=[O:9])[C:3]1[CH:8]=[CH:7][CH:6]=[CH:5][CH:4]=1, predict the reaction product. The product is: [C:2]([NH:10][C:11]1[CH:12]=[CH:13][C:14]([O:17][C:18]([N:20]2[CH2:21][CH2:22][CH:23]([OH:26])[CH2:24][CH2:25]2)=[O:19])=[N:15][CH:16]=1)(=[O:9])[C:3]1[CH:4]=[CH:5][CH:6]=[CH:7][CH:8]=1.